Predict the reactants needed to synthesize the given product. From a dataset of Full USPTO retrosynthesis dataset with 1.9M reactions from patents (1976-2016). (1) Given the product [C:1]1([Se:7][C:10]2[CH:16]=[CH:14][CH:13]=[CH:12][CH:11]=2)[CH:6]=[CH:5][CH:4]=[CH:3][CH:2]=1, predict the reactants needed to synthesize it. The reactants are: [C:1]1([Se:7]Cl)[CH:6]=[CH:5][CH:4]=[CH:3][CH:2]=1.N1[CH:14]=[CH:13][CH:12]=[CH:11][CH:10]=1.O[C:16](O)=O. (2) Given the product [CH:13]1([S:12][C:9]2[C:10]3[N:11]=[C:2]([C:35]4[CH:36]=[C:31]([NH:30][S:27]([C:21]5[CH:20]=[CH:25][CH:24]=[CH:23][CH:22]=5)(=[O:28])=[O:29])[CH:32]=[N:33][CH:34]=4)[CH:3]=[CH:4][C:5]=3[N:6]=[CH:7][N:8]=2)[CH2:18][CH2:17][CH2:16][CH2:15][CH2:14]1, predict the reactants needed to synthesize it. The reactants are: Cl[C:2]1[CH:3]=[CH:4][C:5]2[N:6]=[CH:7][N:8]=[C:9]([S:12][CH:13]3[CH2:18][CH2:17][CH2:16][CH2:15][CH2:14]3)[C:10]=2[N:11]=1.Cl[C:20]1[CH:25]=[C:24](Cl)[CH:23]=[CH:22][C:21]=1[S:27]([NH:30][C:31]1[CH:32]=[N:33][CH:34]=[C:35](C2C=CC3N=CN=C(OC4CCOCC4)C=3N=2)[CH:36]=1)(=[O:29])=[O:28].C(=O)(O)[O-].[Na+]. (3) Given the product [CH2:28]([N:17]([C:18](=[O:27])[C:19]1[C:24]([F:25])=[CH:23][CH:22]=[CH:21][C:20]=1[F:26])[C:15]1[CH:14]=[CH:13][C:12]2[N:8]([CH2:7][C:6]([OH:38])=[O:5])[C:9]([CH2:35][CH2:36][CH3:37])=[N:10][C:11]=2[CH:16]=1)[C:29]1[CH:34]=[CH:33][CH:32]=[CH:31][CH:30]=1, predict the reactants needed to synthesize it. The reactants are: C([O:5][C:6](=[O:38])[CH2:7][N:8]1[C:12]2[CH:13]=[CH:14][C:15]([N:17]([CH2:28][C:29]3[CH:34]=[CH:33][CH:32]=[CH:31][CH:30]=3)[C:18](=[O:27])[C:19]3[C:24]([F:25])=[CH:23][CH:22]=[CH:21][C:20]=3[F:26])=[CH:16][C:11]=2[N:10]=[C:9]1[CH2:35][CH2:36][CH3:37])(C)(C)C.C(O)(C(F)(F)F)=O. (4) Given the product [O-2:7].[Ca+2:3].[NH2:4][C@H:5]([C:9]([OH:11])=[O:10])[C@@H:6]([CH3:8])[OH:7], predict the reactants needed to synthesize it. The reactants are: O.[O-2].[Ca+2:3].[NH2:4][C@H:5]([C:9]([OH:11])=[O:10])[C@@H:6]([CH3:8])[OH:7]. (5) Given the product [Br:9][C:10]1[CH:19]=[CH:18][C:13]([C:14]([O:16][CH3:17])=[O:15])=[CH:12][C:11]=1[CH2:20][Br:1], predict the reactants needed to synthesize it. The reactants are: [Br:1]N1C(=O)CCC1=O.[Br:9][C:10]1[CH:19]=[CH:18][C:13]([C:14]([O:16][CH3:17])=[O:15])=[CH:12][C:11]=1[CH3:20].O.C(Cl)(Cl)Cl. (6) Given the product [Cl:35][C:36]1[C:37]2[CH:47]=[CH:46][CH:45]=[CH:44][C:38]=2[S:39][C:40]=1[C:41]([N:19]([CH2:18][C:11]1[CH:10]=[C:9]([C:6]2[CH:7]=[CH:8][C:3]([C:1]#[N:2])=[CH:4][CH:5]=2)[CH:14]=[CH:13][C:12]=1[O:15][CH2:16][CH3:17])[CH:20]1[CH2:25][CH2:24][CH:23]([N:26]([CH3:34])[C:27](=[O:33])[O:28][C:29]([CH3:30])([CH3:32])[CH3:31])[CH2:22][CH2:21]1)=[O:42], predict the reactants needed to synthesize it. The reactants are: [C:1]([C:3]1[CH:8]=[CH:7][C:6]([C:9]2[CH:14]=[CH:13][C:12]([O:15][CH2:16][CH3:17])=[C:11]([CH2:18][NH:19][CH:20]3[CH2:25][CH2:24][CH:23]([N:26]([CH3:34])[C:27](=[O:33])[O:28][C:29]([CH3:32])([CH3:31])[CH3:30])[CH2:22][CH2:21]3)[CH:10]=2)=[CH:5][CH:4]=1)#[N:2].[Cl:35][C:36]1[C:37]2[CH:47]=[CH:46][CH:45]=[CH:44][C:38]=2[S:39][C:40]=1[C:41](Cl)=[O:42]. (7) Given the product [CH2:1]([O:3][C:4]([C:6]1[N:7]([CH3:36])[N:8]=[C:9]([C:11]2[CH:12]=[C:13]3[C:17](=[CH:18][CH:19]=2)[N:16]([CH3:20])[C:15]2[N:21]([CH3:34])[C:22](=[O:33])[C:23]([C:25]4[CH:30]=[CH:29][C:28]([Cl:31])=[CH:27][C:26]=4[Cl:32])=[CH:24][C:14]3=2)[CH:10]=1)=[O:5])[CH3:2], predict the reactants needed to synthesize it. The reactants are: [CH2:1]([O:3][C:4]([C:6]1[NH:7][N:8]=[C:9]([C:11]2[CH:12]=[C:13]3[C:17](=[CH:18][CH:19]=2)[N:16]([CH3:20])[C:15]2[N:21]([CH3:34])[C:22](=[O:33])[C:23]([C:25]4[CH:30]=[CH:29][C:28]([Cl:31])=[CH:27][C:26]=4[Cl:32])=[CH:24][C:14]3=2)[CH:10]=1)=[O:5])[CH3:2].I[CH3:36]. (8) Given the product [C:24]([C:23]1[CH:22]=[C:21]([NH:20][C:14](=[O:16])[C:13]([N:10]2[CH2:9][CH2:8][CH:7]([CH2:6][C:5]3[CH:4]=[CH:3][C:2]([F:1])=[CH:19][CH:18]=3)[CH2:12][CH2:11]2)=[O:17])[CH:28]=[CH:27][CH:26]=1)#[N:25], predict the reactants needed to synthesize it. The reactants are: [F:1][C:2]1[CH:19]=[CH:18][C:5]([CH2:6][CH:7]2[CH2:12][CH2:11][N:10]([C:13](=[O:17])[C:14]([OH:16])=O)[CH2:9][CH2:8]2)=[CH:4][CH:3]=1.[NH2:20][C:21]1[CH:22]=[C:23]([CH:26]=[CH:27][CH:28]=1)[C:24]#[N:25].